This data is from Forward reaction prediction with 1.9M reactions from USPTO patents (1976-2016). The task is: Predict the product of the given reaction. (1) Given the reactants [Cl:1][C:2]1[CH:3]=[C:4]([C:13]2[C:22]3[C:17](=[CH:18][C:19]4[C:25]([NH2:26])=[N:24][O:23][C:20]=4[CH:21]=3)[C:16]([CH3:27])=[CH:15][N:14]=2)[CH:5]=[N:6][C:7]=1[O:8][CH2:9][CH:10]([CH3:12])[CH3:11].[CH:28]1([S:31](Cl)(=[O:33])=[O:32])[CH2:30][CH2:29]1.O.CCCC[N+](CCCC)(CCCC)CCCC.[F-], predict the reaction product. The product is: [Cl:1][C:2]1[CH:3]=[C:4]([C:13]2[C:22]3[C:17](=[CH:18][C:19]4[C:25]([NH:26][S:31]([CH:28]5[CH2:30][CH2:29]5)(=[O:33])=[O:32])=[N:24][O:23][C:20]=4[CH:21]=3)[C:16]([CH3:27])=[CH:15][N:14]=2)[CH:5]=[N:6][C:7]=1[O:8][CH2:9][CH:10]([CH3:12])[CH3:11]. (2) Given the reactants [CH2:1]([N:8]1[C:17]([C:18]([OH:20])=O)=[C:16]([C:21]2[CH:26]=[CH:25][CH:24]=[CH:23][CH:22]=2)[C:15]2[C:10](=[CH:11][CH:12]=[C:13]([Br:27])[CH:14]=2)[C:9]1=[O:28])[C:2]1[CH:7]=[CH:6][CH:5]=[CH:4][CH:3]=1.[CH3:29][NH:30][CH3:31].C1COCC1, predict the reaction product. The product is: [CH3:29][N:30]([CH3:31])[C:18]([C:17]1[N:8]([CH2:1][C:2]2[CH:3]=[CH:4][CH:5]=[CH:6][CH:7]=2)[C:9](=[O:28])[C:10]2[C:15]([C:16]=1[C:21]1[CH:26]=[CH:25][CH:24]=[CH:23][CH:22]=1)=[CH:14][C:13]([Br:27])=[CH:12][CH:11]=2)=[O:20]. (3) Given the reactants [Cl:1][C:2]1[CH:3]=[C:4]([NH:9][C:10]2[N:15]=[C:14](S(C)(=O)=O)[C:13]([C:20]3[CH:25]=[CH:24][N:23]=[C:22]([C:26]([O:28][CH3:29])=[O:27])[CH:21]=3)=[CH:12][N:11]=2)[CH:5]=[CH:6][C:7]=1[F:8].[NH:30]1[CH2:35][CH2:34][O:33][CH2:32][CH2:31]1.CCN(C(C)C)C(C)C.O, predict the reaction product. The product is: [Cl:1][C:2]1[CH:3]=[C:4]([NH:9][C:10]2[N:15]=[C:14]([N:30]3[CH2:35][CH2:34][O:33][CH2:32][CH2:31]3)[C:13]([C:20]3[CH:25]=[CH:24][N:23]=[C:22]([C:26]([O:28][CH3:29])=[O:27])[CH:21]=3)=[CH:12][N:11]=2)[CH:5]=[CH:6][C:7]=1[F:8]. (4) Given the reactants [BH4-].[Na+].[CH2:3]([C:5]1[CH:23]=[CH:22][C:8]([O:9][C:10]2[CH:15]=[CH:14][C:13]([C:16](=[O:21])[CH2:17][CH2:18][CH:19]=[O:20])=[CH:12][CH:11]=2)=[C:7]([OH:24])[CH:6]=1)[CH3:4].C(O)(=O)C, predict the reaction product. The product is: [CH2:3]([C:5]1[CH:23]=[CH:22][C:8]([O:9][C:10]2[CH:11]=[CH:12][C:13]([C:16](=[O:21])[CH2:17][CH2:18][CH2:19][OH:20])=[CH:14][CH:15]=2)=[C:7]([OH:24])[CH:6]=1)[CH3:4]. (5) Given the reactants [Cl:1][C:2]1[CH:7]=[CH:6][C:5]([C:8]([C:16]2[CH:17]=[C:18]3[C:23](=[CH:24][CH:25]=2)[N:22]=[C:21](Cl)[C:20]([C:27]2[CH:32]=[CH:31][CH:30]=[CH:29][CH:28]=2)=[C:19]3[Cl:33])([C:10]2[CH:11]=[N:12][CH:13]=[CH:14][CH:15]=2)[OH:9])=[CH:4][CH:3]=1.[N:34]1[CH:39]=[C:38](B(O)O)[CH:37]=[N:36][CH:35]=1.C([O-])([O-])=O.[K+].[K+].O, predict the reaction product. The product is: [Cl:33][C:19]1[C:18]2[C:23](=[CH:24][CH:25]=[C:16]([C:8]([C:5]3[CH:4]=[CH:3][C:2]([Cl:1])=[CH:7][CH:6]=3)([C:10]3[CH:11]=[N:12][CH:13]=[CH:14][CH:15]=3)[OH:9])[CH:17]=2)[N:22]=[C:21]([C:38]2[CH:39]=[N:34][CH:35]=[N:36][CH:37]=2)[C:20]=1[C:27]1[CH:32]=[CH:31][CH:30]=[CH:29][CH:28]=1. (6) The product is: [F:1][C:2]1[CH:7]=[C:6]([C:18]2[CH:19]=[CH:20][C:21]([O:33][CH2:34][C:35]3[CH:40]=[CH:39][CH:38]=[CH:37][CH:36]=3)=[C:22]([CH:32]=2)[C:23]([NH:25][C:26]2[CH:27]=[N:28][CH:29]=[CH:30][CH:31]=2)=[O:24])[CH:5]=[CH:4][N:3]=1. Given the reactants [F:1][C:2]1[CH:7]=[C:6](B(O)O)[CH:5]=[CH:4][N:3]=1.C(=O)([O-])[O-].[Na+].[Na+].Br[C:18]1[CH:19]=[CH:20][C:21]([O:33][CH2:34][C:35]2[CH:40]=[CH:39][CH:38]=[CH:37][CH:36]=2)=[C:22]([CH:32]=1)[C:23]([NH:25][C:26]1[CH:27]=[N:28][CH:29]=[CH:30][CH:31]=1)=[O:24], predict the reaction product.